This data is from NCI-60 drug combinations with 297,098 pairs across 59 cell lines. The task is: Regression. Given two drug SMILES strings and cell line genomic features, predict the synergy score measuring deviation from expected non-interaction effect. (1) Drug 1: C1=CC(=CC=C1C#N)C(C2=CC=C(C=C2)C#N)N3C=NC=N3. Drug 2: CC1=C(C(CCC1)(C)C)C=CC(=CC=CC(=CC(=O)O)C)C. Cell line: SF-539. Synergy scores: CSS=12.1, Synergy_ZIP=-1.93, Synergy_Bliss=-2.39, Synergy_Loewe=-2.63, Synergy_HSA=-2.27. (2) Drug 1: C1CC(=O)NC(=O)C1N2C(=O)C3=CC=CC=C3C2=O. Drug 2: C(CCl)NC(=O)N(CCCl)N=O. Cell line: HCT-15. Synergy scores: CSS=-17.2, Synergy_ZIP=11.0, Synergy_Bliss=12.7, Synergy_Loewe=-9.42, Synergy_HSA=-6.99.